This data is from Full USPTO retrosynthesis dataset with 1.9M reactions from patents (1976-2016). The task is: Predict the reactants needed to synthesize the given product. (1) Given the product [CH3:18][C:13]1([CH3:19])[C:14]([CH3:17])([CH3:16])[O:15][B:11]([C:2]2[CH:10]=[CH:9][CH:8]=[C:7]3[C:3]=2[CH:4]=[CH:5][NH:6]3)[O:12]1, predict the reactants needed to synthesize it. The reactants are: Br[C:2]1[CH:10]=[CH:9][CH:8]=[C:7]2[C:3]=1[CH:4]=[CH:5][NH:6]2.[B:11]1([B:11]2[O:15][C:14]([CH3:17])([CH3:16])[C:13]([CH3:19])([CH3:18])[O:12]2)[O:15][C:14]([CH3:17])([CH3:16])[C:13]([CH3:19])([CH3:18])[O:12]1.C([O-])(=O)C.[K+]. (2) Given the product [CH2:1]([O:8][C:9]([NH:11][C@@:12]([C:13]([O:15][CH2:16][CH3:17])=[O:14])([C:24]([OH:26])=[O:25])[CH2:18][C:19]([O:21][CH2:22][CH3:23])=[O:20])=[O:10])[C:2]1[CH:3]=[CH:4][CH:5]=[CH:6][CH:7]=1, predict the reactants needed to synthesize it. The reactants are: [CH2:1]([O:8][C:9]([NH:11][C:12]([C:24]([O:26]CC)=[O:25])([CH2:18][C:19]([O:21][CH2:22][CH3:23])=[O:20])[C:13]([O:15][CH2:16][CH3:17])=[O:14])=[O:10])[C:2]1[CH:7]=[CH:6][CH:5]=[CH:4][CH:3]=1. (3) Given the product [CH:1]([OH:3])=[O:2].[NH2:8][CH2:9][CH2:10][CH2:11][C@H:12]([NH:23][S:24]([C:27]1[C:36]2[C:31](=[CH:32][CH:33]=[CH:34][CH:35]=2)[C:30]([CH3:37])=[CH:29][CH:28]=1)(=[O:26])=[O:25])[CH2:13][O:14][CH:15]([C:17]1[CH:18]=[CH:19][CH:20]=[CH:21][CH:22]=1)[CH3:16], predict the reactants needed to synthesize it. The reactants are: [C:1]([NH:8][CH2:9][CH2:10][CH2:11][C@H:12]([NH:23][S:24]([C:27]1[C:36]2[C:31](=[CH:32][CH:33]=[CH:34][CH:35]=2)[C:30]([CH3:37])=[CH:29][CH:28]=1)(=[O:26])=[O:25])[CH2:13][O:14][CH:15]([C:17]1[CH:22]=[CH:21][CH:20]=[CH:19][CH:18]=1)[CH3:16])([O:3]C(C)(C)C)=[O:2].CCO. (4) Given the product [F:8][C:6]1[CH:5]=[CH:4][C:3]([N+:9]([O-:11])=[O:10])=[C:2]([NH:14][CH:15]([CH3:17])[CH3:16])[CH:7]=1, predict the reactants needed to synthesize it. The reactants are: F[C:2]1[CH:7]=[C:6]([F:8])[CH:5]=[CH:4][C:3]=1[N+:9]([O-:11])=[O:10].CC[N:14](C(C)C)[CH:15]([CH3:17])[CH3:16].C(N)(C)C. (5) Given the product [F:33][C:29]1[CH:28]=[C:27]([CH:32]=[CH:31][CH:30]=1)[CH2:26][O:25][C:22]1[CH:23]=[CH:24][C:19]([NH:18][C:16]2[N:15]=[CH:14][N:13]=[C:12]3[NH:11][N:10]=[C:9]([O:8][CH2:7][CH2:6][N:40]4[CH2:41][CH2:42][N:37]([CH3:36])[CH2:38][CH2:39]4)[C:17]=23)=[CH:20][C:21]=1[O:34][CH3:35], predict the reactants needed to synthesize it. The reactants are: CS(O[CH2:6][CH2:7][O:8][C:9]1[C:17]2[C:12](=[N:13][CH:14]=[N:15][C:16]=2[NH:18][C:19]2[CH:24]=[CH:23][C:22]([O:25][CH2:26][C:27]3[CH:32]=[CH:31][CH:30]=[C:29]([F:33])[CH:28]=3)=[C:21]([O:34][CH3:35])[CH:20]=2)[NH:11][N:10]=1)(=O)=O.[CH3:36][N:37]1[CH2:42][CH2:41][NH:40][CH2:39][CH2:38]1. (6) Given the product [C:4]([O:12][C:11](=[O:14])[NH:6][CH2:5][C:4]1[CH:7]=[CH:8][CH:9]=[CH:10][C:3]=1[Br:2])([CH3:7])([CH3:5])[CH3:3], predict the reactants needed to synthesize it. The reactants are: Cl.[Br:2][C:3]1[CH:10]=[CH:9][CH:8]=[CH:7][C:4]=1[CH2:5][NH2:6].[C:11](=[O:14])(O)[O-:12].[Na+]. (7) The reactants are: [Br:1][C:2]1[CH:7]=[CH:6][C:5]([C:8]2([CH3:14])[CH2:13][CH2:12][NH:11][CH2:10][CH2:9]2)=[CH:4][CH:3]=1.[O:15](C(OC(C)(C)C)=O)[C:16]([O:18][C:19]([CH3:22])([CH3:21])[CH3:20])=O. Given the product [Br:1][C:2]1[CH:7]=[CH:6][C:5]([C:8]2([CH3:14])[CH2:9][CH2:10][N:11]([C:16]([O:18][C:19]([CH3:22])([CH3:21])[CH3:20])=[O:15])[CH2:12][CH2:13]2)=[CH:4][CH:3]=1, predict the reactants needed to synthesize it.